This data is from Peptide-MHC class I binding affinity with 185,985 pairs from IEDB/IMGT. The task is: Regression. Given a peptide amino acid sequence and an MHC pseudo amino acid sequence, predict their binding affinity value. This is MHC class I binding data. (1) The binding affinity (normalized) is 0.0657. The peptide sequence is FRNLAYGRTCVLGK. The MHC is HLA-B08:01 with pseudo-sequence HLA-B08:01. (2) The peptide sequence is IVQMLSDTLK. The MHC is HLA-A11:01 with pseudo-sequence HLA-A11:01. The binding affinity (normalized) is 0.615. (3) The peptide sequence is LAEQFSGEY. The MHC is HLA-A11:01 with pseudo-sequence HLA-A11:01. The binding affinity (normalized) is 0.0847.